Dataset: NCI-60 drug combinations with 297,098 pairs across 59 cell lines. Task: Regression. Given two drug SMILES strings and cell line genomic features, predict the synergy score measuring deviation from expected non-interaction effect. Drug 1: C1CN1C2=NC(=NC(=N2)N3CC3)N4CC4. Drug 2: C1=NC2=C(N1)C(=S)N=CN2. Cell line: OVCAR3. Synergy scores: CSS=53.6, Synergy_ZIP=-8.86, Synergy_Bliss=-9.43, Synergy_Loewe=-19.1, Synergy_HSA=-3.71.